Dataset: Forward reaction prediction with 1.9M reactions from USPTO patents (1976-2016). Task: Predict the product of the given reaction. Given the reactants [CH:1]1([N:6]2[C:11]3[N:12]=[C:13](S(C)=O)[N:14]=[CH:15][C:10]=3[C:9]([CH3:19])=[CH:8][C:7]2=[O:20])[CH2:5][CH2:4][CH2:3][CH2:2]1.[C:21]([O:25][C:26]([N:28]1[CH2:33][CH2:32][N:31](C2C=NC(N)=CC=2)[CH2:30][CH2:29]1)=[O:27])([CH3:24])([CH3:23])[CH3:22], predict the reaction product. The product is: [C:21]([O:25][C:26]([N:28]1[CH2:29][CH2:30][NH:31][CH2:32][CH:33]1[C:8]1[CH:7]=[N:6][C:11]([NH:12][C:13]2[N:14]=[CH:15][C:10]3[C:9]([CH3:19])=[CH:8][C:7](=[O:20])[N:6]([CH:1]4[CH2:5][CH2:4][CH2:3][CH2:2]4)[C:11]=3[N:12]=2)=[CH:10][CH:9]=1)=[O:27])([CH3:22])([CH3:23])[CH3:24].